Dataset: Retrosynthesis with 50K atom-mapped reactions and 10 reaction types from USPTO. Task: Predict the reactants needed to synthesize the given product. (1) Given the product CCSC(=N)Nc1ccc(-n2cccn2)c(CN)c1C, predict the reactants needed to synthesize it. The reactants are: CCSC(=N)Nc1ccc(-n2cccn2)c(CNC(=O)OC(C)(C)C)c1C. (2) Given the product COc1ccc(-c2cc(NC(=O)c3ccccc3C)on2)cc1, predict the reactants needed to synthesize it. The reactants are: COc1ccc(-c2cc(N)on2)cc1.Cc1ccccc1C(=O)Cl. (3) The reactants are: O=C(O)c1cn(C2CC2)c2cc(Cl)c(F)cc2c1=O.c1cc(C2CNCCN2)n[nH]1. Given the product O=C(O)c1cn(C2CC2)c2cc(N3CCNC(c4cc[nH]n4)C3)c(F)cc2c1=O, predict the reactants needed to synthesize it. (4) Given the product CC(O)CCCc1cccs1, predict the reactants needed to synthesize it. The reactants are: CC(=O)CCCc1cccs1.